Dataset: Forward reaction prediction with 1.9M reactions from USPTO patents (1976-2016). Task: Predict the product of the given reaction. (1) Given the reactants [Cl:1][C:2]1[CH:7]=[CH:6][CH:5]=[C:4]([Cl:8])[C:3]=1[CH2:9][S:10]([C:13]1[CH:14]=[C:15]2[C:19](=[CH:20][CH:21]=1)[NH:18][C:17](=[O:22])/[C:16]/2=[CH:23]\[C:24]1[NH:28][C:27]([CH3:29])=[C:26]([C:30]([OH:32])=O)[C:25]=1[CH3:33])(=[O:12])=[O:11].[CH:34]1([N:37]([CH3:44])[CH2:38][C@H:39]2[CH2:43][CH2:42][CH2:41][NH:40]2)[CH2:36][CH2:35]1.C1C=CC2N(O)N=NC=2C=1.CCN=C=NCCCN(C)C, predict the reaction product. The product is: [CH:34]1([N:37]([CH2:38][C@H:39]2[CH2:43][CH2:42][CH2:41][N:40]2[C:30]([C:26]2[C:25]([CH3:33])=[C:24](/[CH:23]=[C:16]3\[C:17](=[O:22])[NH:18][C:19]4[C:15]\3=[CH:14][C:13]([S:10]([CH2:9][C:3]3[C:4]([Cl:8])=[CH:5][CH:6]=[CH:7][C:2]=3[Cl:1])(=[O:11])=[O:12])=[CH:21][CH:20]=4)[NH:28][C:27]=2[CH3:29])=[O:32])[CH3:44])[CH2:35][CH2:36]1. (2) Given the reactants [C:1](Cl)(=[O:3])[CH3:2].[Cl:5][C:6]1[CH:7]=[C:8]([CH:35]=[CH:36][CH:37]=1)[CH2:9][N:10]1[C:14]2[CH:15]=[CH:16][C:17]3[N:18]([C:19]([CH3:22])=[N:20][N:21]=3)[C:13]=2[CH:12]=[C:11]1[C:23]1[CH:27]=[CH:26][N:25]([C:28]2([CH2:32][C:33]#[N:34])[CH2:31][NH:30][CH2:29]2)[N:24]=1.C(N(CC)CC)C, predict the reaction product. The product is: [C:1]([N:30]1[CH2:31][C:28]([CH2:32][C:33]#[N:34])([N:25]2[CH:26]=[CH:27][C:23]([C:11]3[N:10]([CH2:9][C:8]4[CH:35]=[CH:36][CH:37]=[C:6]([Cl:5])[CH:7]=4)[C:14]4[CH:15]=[CH:16][C:17]5[N:18]([C:19]([CH3:22])=[N:20][N:21]=5)[C:13]=4[CH:12]=3)=[N:24]2)[CH2:29]1)(=[O:3])[CH3:2]. (3) Given the reactants [N:1]([C@@H:4]([C@@H:10]([OH:14])[CH2:11][CH2:12][CH3:13])[C:5]([O:7][CH2:8][CH3:9])=[O:6])=[N+]=[N-].[CH3:15][C:16]([O:19][C:20](O[C:20]([O:19][C:16]([CH3:18])([CH3:17])[CH3:15])=[O:21])=[O:21])([CH3:18])[CH3:17], predict the reaction product. The product is: [C:16]([O:19][C:20]([NH:1][C@@H:4]([C@@H:10]([OH:14])[CH2:11][CH2:12][CH3:13])[C:5]([O:7][CH2:8][CH3:9])=[O:6])=[O:21])([CH3:18])([CH3:17])[CH3:15]. (4) Given the reactants [Cl:1][C:2]1[CH:3]=[CH:4][C:5]([O:23][CH2:24][C:25]2[CH:30]=[CH:29][C:28]([Cl:31])=[CH:27][C:26]=2[F:32])=[C:6]([CH2:8][C:9]2[N:14]=[C:13]([NH:15][C:16](=[O:22])[O:17][C:18]([CH3:21])([CH3:20])[CH3:19])[CH:12]=[CH:11][CH:10]=2)[CH:7]=1.Cl, predict the reaction product. The product is: [ClH:1].[Cl:1][C:2]1[CH:3]=[CH:4][C:5]([O:23][CH2:24][C:25]2[CH:30]=[CH:29][C:28]([Cl:31])=[CH:27][C:26]=2[F:32])=[C:6]([CH2:8][C:9]2[N:14]=[C:13]([NH:15][C:16](=[O:22])[O:17][C:18]([CH3:19])([CH3:20])[CH3:21])[CH:12]=[CH:11][CH:10]=2)[CH:7]=1. (5) Given the reactants Br[C:2]1[CH:8]=[CH:7][C:6]([O:9][C:10]2[C:15]3[CH:16]=[CH:17][O:18][C:14]=3[CH:13]=[CH:12][N:11]=2)=[CH:5][C:3]=1[NH2:4].C1(C2C=CC=CC=2)C=CC=CC=1P(C1CCCCC1)C1CCCCC1.C(N(CC)CC)C.[CH3:51][C:52]1([CH3:59])[C:56]([CH3:58])([CH3:57])[O:55][BH:54][O:53]1, predict the reaction product. The product is: [O:18]1[C:14]2[CH:13]=[CH:12][N:11]=[C:10]([O:9][C:6]3[CH:7]=[CH:8][C:2]([B:54]4[O:55][C:56]([CH3:58])([CH3:57])[C:52]([CH3:59])([CH3:51])[O:53]4)=[C:3]([CH:5]=3)[NH2:4])[C:15]=2[CH:16]=[CH:17]1. (6) Given the reactants [F:1][C:2]1[CH:7]=[C:6](F)[CH:5]=[CH:4][C:3]=1[CH2:9][CH2:10][C:11]1[N:16]([CH2:17][C:18](OCC)=[O:19])[C:15]2[N:23]=[CH:24][CH:25]=[CH:26][C:14]=2[C:13](=[O:27])[N:12]=1.[CH3:28][C:29]([N:36]1[CH2:41][CH2:40][CH:39]([NH:42][CH2:43][C:44]2[CH:49]=[CH:48][C:47]([C:50]3[CH:55]=[CH:54][C:53]([C:56]([F:59])([F:58])[F:57])=[CH:52][CH:51]=3)=[CH:46][CH:45]=2)[CH2:38][CH2:37]1)([CH3:35])[C:30]([O:32][CH2:33][CH3:34])=[O:31].CN(C(ON1N=NC2C=CC=NC1=2)=[N+](C)C)C.[F:77][P-](F)(F)(F)(F)F.CCN(C(C)C)C(C)C, predict the reaction product. The product is: [F:1][C:2]1[C:7]([F:77])=[CH:6][CH:5]=[CH:4][C:3]=1[CH2:9][CH2:10][C:11]1[N:16]([CH2:17][C:18]([N:42]([CH2:43][C:44]2[CH:49]=[CH:48][C:47]([C:50]3[CH:51]=[CH:52][C:53]([C:56]([F:58])([F:57])[F:59])=[CH:54][CH:55]=3)=[CH:46][CH:45]=2)[CH:39]2[CH2:38][CH2:37][N:36]([C:29]([CH3:28])([CH3:35])[C:30]([O:32][CH2:33][CH3:34])=[O:31])[CH2:41][CH2:40]2)=[O:19])[C:15]2[N:23]=[CH:24][CH:25]=[CH:26][C:14]=2[C:13](=[O:27])[N:12]=1. (7) Given the reactants [CH2:1]([O:8][C:9]1[CH:14]=[CH:13][C:12]([C@@H:15]2[CH2:17][C@H:16]2[NH2:18])=[CH:11][CH:10]=1)[C:2]1[CH:7]=[CH:6][CH:5]=[CH:4][CH:3]=1.[C:19](=O)([O-:25])[O:20][C:21]([CH3:24])([CH3:23])[CH3:22], predict the reaction product. The product is: [CH2:1]([O:8][C:9]1[CH:10]=[CH:11][C:12]([C@@H:15]2[CH2:17][C@H:16]2[NH:18][C:19](=[O:25])[O:20][C:21]([CH3:24])([CH3:23])[CH3:22])=[CH:13][CH:14]=1)[C:2]1[CH:3]=[CH:4][CH:5]=[CH:6][CH:7]=1. (8) The product is: [C:26]([O:25][C:23]([NH:20][CH2:21][CH2:22][C:3]([C:1]#[N:2])([CH:9]1[CH2:10][CH2:11]1)[C:4]([O:6][CH2:7][CH3:8])=[O:5])=[O:24])([CH3:29])([CH3:28])[CH3:27]. Given the reactants [C:1]([CH:3]([CH:9]1[CH2:11][CH2:10]1)[C:4]([O:6][CH2:7][CH3:8])=[O:5])#[N:2].C(=O)([O-])[O-].[Cs+].[Cs+].O1[CH2:22][CH2:21][N:20]([C:23]([O:25][C:26]([CH3:29])([CH3:28])[CH3:27])=[O:24])S1(=O)=O.Cl, predict the reaction product.